From a dataset of Full USPTO retrosynthesis dataset with 1.9M reactions from patents (1976-2016). Predict the reactants needed to synthesize the given product. Given the product [Cl:14][C:4]1[N:3]=[C:2]([NH:15][C:16]2[CH:21]=[CH:20][C:19]([N:22]3[CH2:27][CH2:26][N:25]([C:28]([O:30][C:31]([CH3:34])([CH3:33])[CH3:32])=[O:29])[CH2:24][CH2:23]3)=[CH:18][CH:17]=2)[C:12]2[C:11](=[O:13])[NH:10][CH2:9][CH2:8][NH:7][C:6]=2[CH:5]=1, predict the reactants needed to synthesize it. The reactants are: Cl[C:2]1[C:12]2[C:11](=[O:13])[NH:10][CH2:9][CH2:8][NH:7][C:6]=2[CH:5]=[C:4]([Cl:14])[N:3]=1.[NH2:15][C:16]1[CH:21]=[CH:20][C:19]([N:22]2[CH2:27][CH2:26][N:25]([C:28]([O:30][C:31]([CH3:34])([CH3:33])[CH3:32])=[O:29])[CH2:24][CH2:23]2)=[CH:18][CH:17]=1.C(N(CC)C(C)C)(C)C.